From a dataset of TCR-epitope binding with 47,182 pairs between 192 epitopes and 23,139 TCRs. Binary Classification. Given a T-cell receptor sequence (or CDR3 region) and an epitope sequence, predict whether binding occurs between them. (1) The epitope is GLIYNRMGAVTTEV. The TCR CDR3 sequence is CAISESIVTEAFF. Result: 1 (the TCR binds to the epitope). (2) The epitope is NYSGVVTTVMF. The TCR CDR3 sequence is CASTSGRAADTQYF. Result: 0 (the TCR does not bind to the epitope). (3) The epitope is ISPRTLNAW. The TCR CDR3 sequence is CASRSPLGYEQYF. Result: 1 (the TCR binds to the epitope). (4) The epitope is SEISMDNSPNL. The TCR CDR3 sequence is CSAEIIAEAIYNEQFF. Result: 0 (the TCR does not bind to the epitope). (5) The epitope is QYDPVAALF. The TCR CDR3 sequence is CASRGQVSSQETQYF. Result: 1 (the TCR binds to the epitope).